From a dataset of TCR-epitope binding with 47,182 pairs between 192 epitopes and 23,139 TCRs. Binary Classification. Given a T-cell receptor sequence (or CDR3 region) and an epitope sequence, predict whether binding occurs between them. (1) The epitope is RLRAEAQVK. The TCR CDR3 sequence is CASSQGPGTVHEKLFF. Result: 1 (the TCR binds to the epitope). (2) The epitope is TEKSNIIRGW. The TCR CDR3 sequence is CASSSRPSYNEQFF. Result: 0 (the TCR does not bind to the epitope). (3) The epitope is IVTDFSVIK. The TCR CDR3 sequence is CASSLPGQGRTEAFF. Result: 0 (the TCR does not bind to the epitope). (4) The epitope is ITEEVGHTDLMAAY. The TCR CDR3 sequence is CASSKALKTSGATSYNEQFF. Result: 1 (the TCR binds to the epitope). (5) The epitope is AVFDRKSDAK. The TCR CDR3 sequence is CASSPSSGAVDEQFF. Result: 0 (the TCR does not bind to the epitope). (6) The epitope is EEHVQIHTI. The TCR CDR3 sequence is CASSLSVLADADTQYF. Result: 1 (the TCR binds to the epitope). (7) Result: 1 (the TCR binds to the epitope). The TCR CDR3 sequence is CASSPRDSQPYGYTF. The epitope is TPRVTGGGAM.